From a dataset of Experimentally validated miRNA-target interactions with 360,000+ pairs, plus equal number of negative samples. Binary Classification. Given a miRNA mature sequence and a target amino acid sequence, predict their likelihood of interaction. (1) Result: 0 (no interaction). The protein sequence of the target gene is MAWALKLPLADEVIESGLVQDFDASLSGIGQELGAGAYSMSDVLALPIFKQEESSLPPDNENKILPFQYVLCAATSPAVKLHDETLTYLNQGQSYEIRMLDNRKLGELPEINGKLVKSIFRVVFHDRRLQYTEHQQLEGWRWNRPGDRILDIDIPMSVGIIDPRANPTQLNTVEFLWDPAKRTSVFIQVHCISTEFTMRKHGGEKGVPFRVQIDTFKENENGEYTEHLHSASCQIKVFKPKGADRKQKTDREKMEKRTPHEKEKYQPSYETTILTECSPWPEITYVNNSPSPGFNSSHSS.... The miRNA is mmu-miR-1843a-3p with sequence UCUGAUCGUUCACCUCCAUACA. (2) The miRNA is mmu-miR-331-3p with sequence GCCCCUGGGCCUAUCCUAGAA. The protein sequence of the target gene is MASVAWAVLKVLLLLPTQTWSPVGAGNPPDCDAPLASALPRSSFSSSSELSSSHGPGFSRLNRRDGAGGWTPLVSNKYQWLQIDLGERMEVTAVATQGGYGSSDWVTSYLLMFSDGGRNWKQYRREESIWGFPGNTNADSVVHYRLQPPFEARFLRFLPLAWNPRGRIGMRIEVYGCAYKSEVVYFDGQSALLYRLDKKPLKPIRDVISLKFKAMQSNGILLHREGQHGNHITLELIKGKLVFFLNSGNAKLPSTIAPVTLTLGSLLDDQHWHSVLIELLDTQVNFTVDKHTHHFQAKGD.... Result: 0 (no interaction). (3) The miRNA is hsa-miR-4785 with sequence AGAGUCGGCGACGCCGCCAGC. Result: 0 (no interaction). The protein sequence of the target gene is MERPLENGDESPDSQGHATDWRFAVCSFRDAWEEEEPASQMHVKDPGPPRPPAGATQDEELQGSPLSRKFQLPPAADESGDAQRGTVESSSVLSEGPGPSGVESLLCPMSSHLSLAQGESDTPGVGLVGDPGPSRAMPSGLSPGALDSDPVGLGDPLSEISKLLEAAPSGSGLPKPADCLLAQDLCWELLASGMATLPGTRDVQGRAVLLLCAHSPAWLQSECSSQELIRLLLYLRSIPRPEVQALGLTVLVDARICAPSSSLFSGLSQLQEAAPGAVYQVLLVGSTLLKEVPSGLQLEQ.... (4) The miRNA is hsa-miR-301a-5p with sequence GCUCUGACUUUAUUGCACUACU. The protein sequence of the target gene is MPRGFLVKRTKRTGGLYRVRLAERVFPLLGPQGAPPFLEEAPSASLPGAERATPPTREEPGKGLTAEAAREQSGSPCRAAGVSPGTGGREGAEWRAGGREGPGPSPSPSPSPAKPAGAELRRAFLERCLSSPVSAESFPGGAAAVAAFSCSVAPAAAPTPGEQFLLPLRAPFPEPALQPDPAPLSAALQSLKRAAGGERRGKAPTDCASGPAAAGIKKPKAMRKLSFADEVTTSPVLGLKIKEEEPGAPSRGLGGSRTPLGEFICQLCKEQYADPFALAQHRCSRIVRVEYRCPECDKVF.... Result: 0 (no interaction). (5) The miRNA is hsa-miR-3655 with sequence GCUUGUCGCUGCGGUGUUGCU. The protein sequence of the target gene is MASPRTITIMALSVALGLFFVFMGTIKLTPRLSKDAYSEMKRAYKSYVRALPLLKKMGINSILLRKSIGALEVACGIVMTLVPGRPKDVANFFLLLLVLAVLFFHQLVGDPLKRYAHALVFGILLTCRLLIARKPEDRSSEKKALPESAEEQPSLYEKAPQGKVKVS. Result: 0 (no interaction).